From a dataset of Forward reaction prediction with 1.9M reactions from USPTO patents (1976-2016). Predict the product of the given reaction. (1) Given the reactants C([O:4][C:5]1[CH:10]=[CH:9][C:8]([CH:11]=[CH:12][CH2:13][O:14][CH:15]2[CH2:20][CH2:19][O:18][CH2:17][CH2:16]2)=[CH:7][CH:6]=1)(=O)C.[OH-].[Li+], predict the reaction product. The product is: [O:18]1[CH2:17][CH2:16][CH:15]([O:14][CH2:13][CH:12]=[CH:11][C:8]2[CH:7]=[CH:6][C:5]([OH:4])=[CH:10][CH:9]=2)[CH2:20][CH2:19]1. (2) Given the reactants [CH2:1]([S:3]([C:6]1[CH:13]=[CH:12][C:11]([N+:14]([O-])=O)=[CH:10][C:7]=1[C:8]#[N:9])(=[O:5])=[O:4])[CH3:2].C(O)C.O, predict the reaction product. The product is: [NH2:14][C:11]1[CH:12]=[CH:13][C:6]([S:3]([CH2:1][CH3:2])(=[O:5])=[O:4])=[C:7]([CH:10]=1)[C:8]#[N:9]. (3) Given the reactants F[C:2]1[CH:9]=[CH:8][C:5]([C:6]#[N:7])=[C:4]([C:10]([F:13])([F:12])[F:11])[CH:3]=1.[CH2:14]([NH:17][CH2:18][CH2:19][CH3:20])[CH2:15][CH3:16], predict the reaction product. The product is: [CH2:14]([N:17]([CH2:18][CH2:19][CH3:20])[C:2]1[CH:9]=[CH:8][C:5]([C:6]#[N:7])=[C:4]([C:10]([F:13])([F:12])[F:11])[CH:3]=1)[CH2:15][CH3:16]. (4) Given the reactants [CH3:1][C:2]1[CH:3]=[C:4]([CH:8]=[CH:9][C:10]=1[C:11]([N:13]1[CH2:17][CH2:16][CH2:15][CH2:14]1)=[O:12])[C:5]([OH:7])=O.CN(C(ON1N=NC2C=CC=CC1=2)=[N+](C)C)C.[B-](F)(F)(F)F.C(N(C(C)C)CC)(C)C.[Cl:49][C:50]1[CH:65]=[CH:64][C:53]2[NH:54][C:55]([CH:57]([NH2:63])[CH2:58][C:59]([F:62])([F:61])[F:60])=[N:56][C:52]=2[CH:51]=1.ClCl, predict the reaction product. The product is: [Cl:49][C:50]1[CH:65]=[CH:64][C:53]2[NH:54][C:55]([CH:57]([NH:63][C:5](=[O:7])[C:4]3[CH:8]=[CH:9][C:10]([C:11]([N:13]4[CH2:17][CH2:16][CH2:15][CH2:14]4)=[O:12])=[C:2]([CH3:1])[CH:3]=3)[CH2:58][C:59]([F:61])([F:60])[F:62])=[N:56][C:52]=2[CH:51]=1. (5) Given the reactants C([O:8][C:9](=[O:24])[CH2:10][CH2:11][C@H:12]([NH:16][C:17]([O:19][C:20]([CH3:23])([CH3:22])[CH3:21])=[O:18])[C:13]([OH:15])=[O:14])C1C=CC=CC=1.C1(OC(=O)[C@@H](NC(O[C:42]([CH3:45])([CH3:44])[CH3:43])=O)CCC(O)=O)CCCC1, predict the reaction product. The product is: [C:42]([O:15][C:13](=[O:14])[C@@H:12]([NH:16][C:17]([O:19][C:20]([CH3:21])([CH3:22])[CH3:23])=[O:18])[CH2:11][CH2:10][C:9]([OH:8])=[O:24])([CH3:45])([CH3:44])[CH3:43]. (6) Given the reactants [C:1]([O:4][CH2:5][C:6]1[C:11](B2OC(C)(C)C(C)(C)O2)=[CH:10][CH:9]=[CH:8][C:7]=1[N:21]1[CH2:33][CH2:32][N:24]2[C:25]3[CH2:26][CH2:27][CH2:28][CH2:29][C:30]=3[CH:31]=[C:23]2[C:22]1=[O:34])(=[O:3])[CH3:2].Br[C:36]1[CH:37]=[C:38]([NH:44][C:45]2[CH:50]=[CH:49][C:48]([N:51]3[CH2:56][CH2:55][N:54]([CH:57]4[CH2:60][O:59][CH2:58]4)[CH2:53][CH2:52]3)=[CH:47][N:46]=2)[C:39](=[O:43])[N:40]([CH3:42])[CH:41]=1, predict the reaction product. The product is: [C:1]([O:4][CH2:5][C:6]1[C:7]([N:21]2[CH2:33][CH2:32][N:24]3[C:25]4[CH2:26][CH2:27][CH2:28][CH2:29][C:30]=4[CH:31]=[C:23]3[C:22]2=[O:34])=[CH:8][CH:9]=[CH:10][C:11]=1[C:36]1[CH:37]=[C:38]([NH:44][C:45]2[CH:50]=[CH:49][C:48]([N:51]3[CH2:56][CH2:55][N:54]([CH:57]4[CH2:58][O:59][CH2:60]4)[CH2:53][CH2:52]3)=[CH:47][N:46]=2)[C:39](=[O:43])[N:40]([CH3:42])[CH:41]=1)(=[O:3])[CH3:2]. (7) Given the reactants [C:1]([O:5][C:6]([NH:8][S:9]([NH:12][CH2:13][C:14]([O:16][CH2:17][CH3:18])=[O:15])(=[O:11])=[O:10])=[O:7])([CH3:4])([CH3:3])[CH3:2].O[CH2:20][CH2:21][NH:22][C:23](=[O:32])[O:24][CH2:25][C:26]1[CH:31]=[CH:30][CH:29]=[CH:28][CH:27]=1.CC(OC(/N=N/C(OC(C)C)=O)=O)C.C1(P(C2C=CC=CC=2)C2C=CC=CC=2)C=CC=CC=1, predict the reaction product. The product is: [CH2:25]([O:24][C:23]([NH:22][CH2:21][CH2:20][N:8]([C:6]([O:5][C:1]([CH3:4])([CH3:3])[CH3:2])=[O:7])[S:9]([NH:12][CH2:13][C:14]([O:16][CH2:17][CH3:18])=[O:15])(=[O:11])=[O:10])=[O:32])[C:26]1[CH:31]=[CH:30][CH:29]=[CH:28][CH:27]=1.